This data is from NCI-60 drug combinations with 297,098 pairs across 59 cell lines. The task is: Regression. Given two drug SMILES strings and cell line genomic features, predict the synergy score measuring deviation from expected non-interaction effect. (1) Drug 1: CC12CCC3C(C1CCC2=O)CC(=C)C4=CC(=O)C=CC34C. Drug 2: CC1CCC2CC(C(=CC=CC=CC(CC(C(=O)C(C(C(=CC(C(=O)CC(OC(=O)C3CCCCN3C(=O)C(=O)C1(O2)O)C(C)CC4CCC(C(C4)OC)OCCO)C)C)O)OC)C)C)C)OC. Cell line: HCT116. Synergy scores: CSS=26.2, Synergy_ZIP=-2.71, Synergy_Bliss=-0.584, Synergy_Loewe=-3.67, Synergy_HSA=0.430. (2) Drug 1: C1C(C(OC1N2C=C(C(=O)NC2=O)F)CO)O. Drug 2: CC1C(C(CC(O1)OC2CC(CC3=C2C(=C4C(=C3O)C(=O)C5=CC=CC=C5C4=O)O)(C(=O)C)O)N)O. Cell line: HOP-62. Synergy scores: CSS=47.9, Synergy_ZIP=-1.81, Synergy_Bliss=-2.56, Synergy_Loewe=-1.48, Synergy_HSA=2.24. (3) Drug 1: C1CN1C2=NC(=NC(=N2)N3CC3)N4CC4. Synergy scores: CSS=5.31, Synergy_ZIP=-3.45, Synergy_Bliss=-1.11, Synergy_Loewe=-1.54, Synergy_HSA=-0.878. Drug 2: C1C(C(OC1N2C=NC(=NC2=O)N)CO)O. Cell line: EKVX. (4) Drug 1: C1=CN(C(=O)N=C1N)C2C(C(C(O2)CO)O)O.Cl. Drug 2: C1CCC(C(C1)N)N.C(=O)(C(=O)[O-])[O-].[Pt+4]. Cell line: OVCAR-8. Synergy scores: CSS=34.9, Synergy_ZIP=-9.26, Synergy_Bliss=-7.67, Synergy_Loewe=-10.3, Synergy_HSA=-1.41. (5) Synergy scores: CSS=20.1, Synergy_ZIP=-12.6, Synergy_Bliss=-17.9, Synergy_Loewe=-14.9, Synergy_HSA=-13.6. Drug 1: C1=CC(=CC=C1CCCC(=O)O)N(CCCl)CCCl. Drug 2: C(CC(=O)O)C(=O)CN.Cl. Cell line: HOP-92.